Dataset: Catalyst prediction with 721,799 reactions and 888 catalyst types from USPTO. Task: Predict which catalyst facilitates the given reaction. (1) Reactant: [CH3:1][O:2][C:3]([N:5]1[CH2:9][C@@H:8]([CH2:10][CH:11]([CH3:13])[CH3:12])[N:7]([CH:14]2[CH2:19][CH2:18][N:17]([CH2:20][C:21]3[C:22]([CH3:43])=[N:23][C:24]([S:27][C:28]4[CH:33]=[CH:32][C:31]([O:34][CH2:35][C:36]([O:38]C(C)(C)C)=[O:37])=[CH:30][CH:29]=4)=[CH:25][CH:26]=3)[CH2:16][CH2:15]2)[C:6]1=[O:44])=[O:4].C(O)(C(F)(F)F)=O. Product: [CH3:1][O:2][C:3]([N:5]1[CH2:9][C@@H:8]([CH2:10][CH:11]([CH3:13])[CH3:12])[N:7]([CH:14]2[CH2:19][CH2:18][N:17]([CH2:20][C:21]3[C:22]([CH3:43])=[N:23][C:24]([S:27][C:28]4[CH:29]=[CH:30][C:31]([O:34][CH2:35][C:36]([OH:38])=[O:37])=[CH:32][CH:33]=4)=[CH:25][CH:26]=3)[CH2:16][CH2:15]2)[C:6]1=[O:44])=[O:4]. The catalyst class is: 2. (2) Reactant: [OH:1][C:2]1[CH:10]=[C:9]([NH:11][S:12]([C:15]2[CH:16]=[C:17]([C:25]3[CH:30]=[CH:29][CH:28]=[CH:27][CH:26]=3)[CH:18]=[C:19]([C:21]([F:24])([F:23])[F:22])[CH:20]=2)(=[O:14])=[O:13])[CH:8]=[CH:7][C:3]=1[C:4]([OH:6])=[O:5].[C:31](N1C=CN=C1)(N1C=CN=C1)=O.CO.N1C=CC=CC=1. Product: [OH:1][C:2]1[CH:10]=[C:9]([NH:11][S:12]([C:15]2[CH:16]=[C:17]([C:25]3[CH:26]=[CH:27][CH:28]=[CH:29][CH:30]=3)[CH:18]=[C:19]([C:21]([F:24])([F:22])[F:23])[CH:20]=2)(=[O:14])=[O:13])[CH:8]=[CH:7][C:3]=1[C:4]([O:6][CH3:31])=[O:5]. The catalyst class is: 23. (3) Reactant: [OH-].[K+].[Br:3][C:4]1[CH:16]=[CH:15][C:14]2[C:13]3[C:8](=[CH:9][C:10]([Br:17])=[CH:11][CH:12]=3)[CH2:7][C:6]=2[CH:5]=1.Br[CH2:19][CH2:20][CH2:21]Br. Product: [Br:3][C:4]1[CH:16]=[CH:15][C:14]2[C:13]3[C:8](=[CH:9][C:10]([Br:17])=[CH:11][CH:12]=3)[C:7]3([CH2:21][CH2:20][CH2:19]3)[C:6]=2[CH:5]=1. The catalyst class is: 58. (4) Reactant: Br[C:2]1[C:3]([N:21]2[CH2:26][CH2:25][C:24]([CH3:28])([CH3:27])[CH2:23][CH2:22]2)=[C:4]([C@H:10]([O:16][C:17]([CH3:20])([CH3:19])[CH3:18])[C:11]([O:13][CH2:14][CH3:15])=[O:12])[C:5]([CH3:9])=[N:6][C:7]=1[CH3:8].[N:29]1[CH:34]=[CH:33][C:32]([CH2:35][O:36][C:37]2[CH:42]=[CH:41][C:40](B(O)O)=[CH:39][CH:38]=2)=[CH:31][CH:30]=1.C([O-])([O-])=O.[Na+].[Na+]. Product: [C:17]([O:16][C@@H:10]([C:4]1[C:5]([CH3:9])=[N:6][C:7]([CH3:8])=[C:2]([C:40]2[CH:39]=[CH:38][C:37]([O:36][CH2:35][C:32]3[CH:33]=[CH:34][N:29]=[CH:30][CH:31]=3)=[CH:42][CH:41]=2)[C:3]=1[N:21]1[CH2:26][CH2:25][C:24]([CH3:28])([CH3:27])[CH2:23][CH2:22]1)[C:11]([O:13][CH2:14][CH3:15])=[O:12])([CH3:20])([CH3:19])[CH3:18]. The catalyst class is: 128. (5) Reactant: [OH:1][C:2]1[CH:3]=[C:4]([C:8]2[N:9]=[C:10]([N:26]3[CH2:31][CH2:30][O:29][CH2:28][CH2:27]3)[C:11]3[N:16]=[N:15][N:14]([C:17]4[CH:18]=[C:19]([CH:23]=[CH:24][CH:25]=4)[C:20]([O-:22])=[O:21])[C:12]=3[N:13]=2)[CH:5]=[CH:6][CH:7]=1.[OH-].[Na+].Cl. Product: [OH:1][C:2]1[CH:3]=[C:4]([C:8]2[N:9]=[C:10]([N:26]3[CH2:27][CH2:28][O:29][CH2:30][CH2:31]3)[C:11]3[N:16]=[N:15][N:14]([C:17]4[CH:18]=[C:19]([CH:23]=[CH:24][CH:25]=4)[C:20]([OH:22])=[O:21])[C:12]=3[N:13]=2)[CH:5]=[CH:6][CH:7]=1. The catalyst class is: 1. (6) Reactant: [OH-].[Na+].[CH2:3]([C:7]1[CH:16]=[C:15]([CH2:17][N:18]([C:20]([O:22][C:23]([CH3:26])([CH3:25])[CH3:24])=[O:21])[CH3:19])[CH:14]=[CH:13][C:8]=1[C:9]([O:11]C)=[O:10])[CH2:4][CH2:5][CH3:6]. Product: [CH2:3]([C:7]1[CH:16]=[C:15]([CH2:17][N:18]([C:20]([O:22][C:23]([CH3:24])([CH3:26])[CH3:25])=[O:21])[CH3:19])[CH:14]=[CH:13][C:8]=1[C:9]([OH:11])=[O:10])[CH2:4][CH2:5][CH3:6]. The catalyst class is: 14.